Dataset: Experimentally validated miRNA-target interactions with 360,000+ pairs, plus equal number of negative samples. Task: Binary Classification. Given a miRNA mature sequence and a target amino acid sequence, predict their likelihood of interaction. (1) The miRNA is hsa-miR-296-5p with sequence AGGGCCCCCCCUCAAUCCUGU. The protein sequence of the target gene is MAAASRSASGWALLLLVALWQQRAAGSGVFQLQLQEFINERGVLASGRPCEPGCRTFFRVCLKHFQAVVSPGPCTFGTVSTPVLGTNSFAVRDDSSGGGRNPLQLPFNFTWPGTFSLIIEAWHAPGDDLRPEALPPDALISKIAIQGSLAVGQNWLLDEQTSTLTRLRYSYRVICSDNYYGDNCSRLCKKRNDHFGHYVCQPDGNLSCLPGWTGEYCQQPICLSGCHEQNGYCSKPAECLCRPGWQGRLCNECIPHNGCRHGTCSTPWQCTCDEGWGGLFCDQDLNYCTHHSPCKNGATC.... Result: 1 (interaction). (2) The miRNA is mmu-miR-125b-5p with sequence UCCCUGAGACCCUAACUUGUGA. Result: 1 (interaction). The protein sequence of the target gene is MEPPQCVEELEDDVFQSEDGEPGTQPGGLLSADLFAQSQLDCPLSRLQLFPLTHCCGPGLRPISQEDKATQTLSPASPSQGVMLPCGVTEEPQRLFYGNAGYRLPLPASFPAGSPLGEQPPEGQFLQHRAEVQIARKLQCIADQFHRLHTQQHQQNRDRAWWQVFLFLQNLALNRQENREGVGPW. (3) The miRNA is rno-miR-16-5p with sequence UAGCAGCACGUAAAUAUUGGCG. The protein sequence of the target gene is MRAVLSQKTTPLPRYLWPGHLSGPRRLTWSWCSDHRTPTCRELGSPHPTPCTGPARGWPRRGGGPCGFTSAGHVLCGYPLCLLSGPIQGCGTGLGDSSMAFLSRTSPVAAASFQSRQEARGSILLQSCQLPPQWLSTEAWTGEWKQPHGGALTSRSPGPVAPQRPCHLKGWQHRPTQHNAACKQGQAAAQTPPRPGPPSAPPPPPKEGHQEGLVELPASFRELLTFFCTNATIHGAIRLVCSRGNRLKTTSWGLLSLGALVALCWQLGLLFERHWHRPVLMAVSVHSERKLLPLVTLCDG.... Result: 0 (no interaction). (4) The miRNA is mmu-miR-878-3p with sequence GCAUGACACCACACUGGGUAGA. The protein sequence of the target gene is MYHSLSETRHPLQPEEQEVGIDPLSSYSNKSGGDSNKNGRRTSSTLDSEGTFNSYRKEWEELFVNNNYLATIRQKGINGQLRSSRFRSICWKLFLCVLPQDKSQWISRIEELRAWYSNIKEIHITNPRKVVGQQDLMINNPLSQDEGSLWNKFFQDKELRSMIEQDVKRTFPEMQFFQQENVRKILTDVLFCYARENEQLLYKQGMHELLAPIVFVLHCDHQAFLHASESAQPSEEMKTVLNPEYLEHDAYAVFSQLMETAEPWFSTFEHDGQKGKETLMTPIPFARPQDLGPTIAIVTK.... Result: 0 (no interaction). (5) The miRNA is mmu-miR-6516-3p with sequence UCAUGUAUGAUACUGCAAACAG. The protein sequence of the target gene is MWGLAGGRLFGIFSAPVLVAVVCCAQSVNDPGNMSFVKETVDKLLKGYDIRLRPDFGGPPVCVGMNIDIASIDMVSEVNMDYTLTMYFQQYWRDKRLAYSGIPLNLTLDNRVADQLWVPDTYFLNDKKSFVHGVTVKNRMIRLHPDGTVLYGLRITTTAACMMDLRRYPLDEQNCTLEIESYGYTTDDIEFYWRGGDKAVTGVERIELPQFSIVEHRLVSRNVVFATGAYPRLSLSFRLKRNIGYFILQTYMPSILITILSWVSFWINYDASAARVALGITTVLTMTTINTHLRETLPKI.... Result: 0 (no interaction). (6) The miRNA is bta-miR-154a with sequence UAGGUUAUCCGUGUAGCCUUCG. The protein sequence of the target gene is MTSWQRLCWHYRLWTLGCYMLLAILALKLSLRLKCDFDAMDLDSEEFQSQYCRDLLYKTLKLPAKSSINCSGVIRGEQKAVTQALLNNLEIKKKQQLFTEADYLRMTADCEHFKTKRKFIQVPLSKEEASFPIAYSMVVHEKIENFERLLRAVYTPQNVYCVHMDQKSSEPFKQAVRAIVSCFPNVFIASKLVSVVYASWSRVQADLNCMEDLLQSPVPWKYLLNTCGTDFPIKTNAEMVKALKLLKGQNSMESEVPPPHKKSRWKYHYEVTDTLHMTSKRKTPPPNNLTMFTGNAYMVA.... Result: 0 (no interaction). (7) The miRNA is hsa-miR-621 with sequence GGCUAGCAACAGCGCUUACCU. The protein sequence of the target gene is MANIIPKIAIIGEGVIGCTSALQISKAIPNAKITVLHDKPFKKSCSAGPAGLFRIDYEENTEYGRASFAWFSHLYRTTKGSETGVKLVSGHIQSDNLESLKQQQRAYGDIVYNFRFLDDRERLDIFPEPSKHCIHYTAYASEGNKYVPYLKNLLLEQKIEFKQQEVTSLDAVADAGYDVIVNCAGLYGGKLAGDDDTCYPIRGVILEVDAPWHKHFNYRDFTTFTIPKEHSVVVGSTKQDNRWDLEITDEDRNDILKRYIALHPGMREPKIIKEWSALRPGRKHVRIEAQKRTSVGNSKD.... Result: 0 (no interaction).